Dataset: Full USPTO retrosynthesis dataset with 1.9M reactions from patents (1976-2016). Task: Predict the reactants needed to synthesize the given product. The reactants are: [F:1][C:2]([F:27])([F:26])[C:3]1[NH:7][N:6]=[C:5]([C:8]2[CH:13]=[CH:12][C:11]([C@H:14]3[CH2:19][CH2:18][C@H:17]([CH2:20][C:21](OCC)=[O:22])[CH2:16][CH2:15]3)=[CH:10][CH:9]=2)[CH:4]=1.[CH3:28][NH:29][CH2:30][C:31]([O:33][CH3:34])=[O:32].F[P-](F)(F)(F)(F)F.N1(OC(N(C)C)=[N+](C)C)C2N=CC=CC=2N=N1.C(N(C(C)C)CC)(C)C. Given the product [CH3:28][N:29]([C:21](=[O:22])[CH2:20][C@H:17]1[CH2:16][CH2:15][C@H:14]([C:11]2[CH:12]=[CH:13][C:8]([C:5]3[NH:6][N:7]=[C:3]([C:2]([F:1])([F:26])[F:27])[CH:4]=3)=[CH:9][CH:10]=2)[CH2:19][CH2:18]1)[CH2:30][C:31]([O:33][CH3:34])=[O:32], predict the reactants needed to synthesize it.